From a dataset of Orexin1 receptor HTS with 218,158 compounds and 233 confirmed actives. Binary Classification. Given a drug SMILES string, predict its activity (active/inactive) in a high-throughput screening assay against a specified biological target. (1) The compound is S(c1n(c2c(n(c(=O)n(c2=O)C)C)n1)C)c1n(ccn1)C. The result is 0 (inactive). (2) The result is 0 (inactive). The molecule is o1c(nc2c(c1=O)cccc2)c1cc(OC)c(OC)cc1.